From a dataset of Peptide-MHC class II binding affinity with 134,281 pairs from IEDB. Regression. Given a peptide amino acid sequence and an MHC pseudo amino acid sequence, predict their binding affinity value. This is MHC class II binding data. (1) The peptide sequence is QQIKFAALSARAVAL. The MHC is DRB1_0404 with pseudo-sequence DRB1_0404. The binding affinity (normalized) is 0.621. (2) The peptide sequence is QGEPGAVIRGKKGAG. The MHC is DRB1_1302 with pseudo-sequence DRB1_1302. The binding affinity (normalized) is 0.401. (3) The binding affinity (normalized) is 0.926. The peptide sequence is YEVNWKTHEIKVKGHN. The MHC is H-2-IEd with pseudo-sequence H-2-IEd. (4) The peptide sequence is WNFAGIEAAASAIQG. The MHC is DRB3_0101 with pseudo-sequence DRB3_0101. The binding affinity (normalized) is 0.261. (5) The peptide sequence is VPILLNNPNLFWAVK. The MHC is DRB1_0101 with pseudo-sequence DRB1_0101. The binding affinity (normalized) is 1.00. (6) The peptide sequence is SDFYGLLSERFINYC. The MHC is DRB1_0101 with pseudo-sequence DRB1_0101. The binding affinity (normalized) is 0.609. (7) The peptide sequence is STGGAYESYKFIPALEAAVK. The MHC is HLA-DQA10101-DQB10501 with pseudo-sequence HLA-DQA10101-DQB10501. The binding affinity (normalized) is 0.510. (8) The peptide sequence is MENRWQVMIVWQVDR. The MHC is H-2-IAd with pseudo-sequence H-2-IAd. The binding affinity (normalized) is 0.294.